This data is from NCI-60 drug combinations with 297,098 pairs across 59 cell lines. The task is: Regression. Given two drug SMILES strings and cell line genomic features, predict the synergy score measuring deviation from expected non-interaction effect. (1) Drug 1: CCCCCOC(=O)NC1=NC(=O)N(C=C1F)C2C(C(C(O2)C)O)O. Drug 2: CCC1=C2CN3C(=CC4=C(C3=O)COC(=O)C4(CC)O)C2=NC5=C1C=C(C=C5)O. Cell line: SW-620. Synergy scores: CSS=28.0, Synergy_ZIP=6.96, Synergy_Bliss=6.69, Synergy_Loewe=-43.2, Synergy_HSA=1.32. (2) Drug 1: C1=NC2=C(N1)C(=S)N=C(N2)N. Drug 2: C1CN1P(=S)(N2CC2)N3CC3. Cell line: HCT-15. Synergy scores: CSS=35.5, Synergy_ZIP=-4.85, Synergy_Bliss=-2.26, Synergy_Loewe=-22.8, Synergy_HSA=-0.479. (3) Drug 1: C1=NC2=C(N=C(N=C2N1C3C(C(C(O3)CO)O)F)Cl)N. Drug 2: CC=C1C(=O)NC(C(=O)OC2CC(=O)NC(C(=O)NC(CSSCCC=C2)C(=O)N1)C(C)C)C(C)C. Cell line: SK-MEL-28. Synergy scores: CSS=39.4, Synergy_ZIP=-3.10, Synergy_Bliss=0.319, Synergy_Loewe=-1.90, Synergy_HSA=1.36. (4) Drug 1: CN(C)C1=NC(=NC(=N1)N(C)C)N(C)C. Drug 2: C1=CC(=CC=C1C#N)C(C2=CC=C(C=C2)C#N)N3C=NC=N3. Cell line: SN12C. Synergy scores: CSS=-8.73, Synergy_ZIP=1.30, Synergy_Bliss=-3.56, Synergy_Loewe=-6.95, Synergy_HSA=-6.45.